This data is from Peptide-MHC class II binding affinity with 134,281 pairs from IEDB. The task is: Regression. Given a peptide amino acid sequence and an MHC pseudo amino acid sequence, predict their binding affinity value. This is MHC class II binding data. (1) The peptide sequence is TVSLPVGADEDDIKATYDKG. The MHC is DRB1_1301 with pseudo-sequence DRB1_1301. The binding affinity (normalized) is 0. (2) The peptide sequence is QKYCPNKICTSKGDS. The MHC is HLA-DPA10201-DPB11401 with pseudo-sequence HLA-DPA10201-DPB11401. The binding affinity (normalized) is 0. (3) The peptide sequence is VNWEVIIMDEAHFLDHHHHHH. The MHC is DRB1_0404 with pseudo-sequence DRB1_0404. The binding affinity (normalized) is 0.517. (4) The peptide sequence is SERPAIVPPADKYRT. The MHC is HLA-DQA10501-DQB10301 with pseudo-sequence HLA-DQA10501-DQB10301. The binding affinity (normalized) is 0.618. (5) The peptide sequence is AAHRARANESATILM. The MHC is DRB1_0801 with pseudo-sequence DRB1_0801. The binding affinity (normalized) is 0. (6) The peptide sequence is PIYIVTPTNASHIQS. The MHC is HLA-DQA10501-DQB10301 with pseudo-sequence HLA-DQA10501-DQB10301. The binding affinity (normalized) is 0.405. (7) The peptide sequence is HHFHELQLKDGRRIV. The MHC is DRB3_0301 with pseudo-sequence DRB3_0301. The binding affinity (normalized) is 0.834. (8) The peptide sequence is IRWLIEEVRHRLRIT. The MHC is DRB1_1101 with pseudo-sequence DRB1_1101. The binding affinity (normalized) is 0.394.